From a dataset of Reaction yield outcomes from USPTO patents with 853,638 reactions. Predict the reaction yield, written as a fraction of the theoretical maximum amount of product (1.0 means a 100% yield; for example, 0.34 means a 34% yield). (1) The reactants are C([O-])(=[O:3])C.[Cs+].Cl[CH2:7][C:8]1[NH:17][C:16](=[O:18])[C:15]2[C:10](=[CH:11][C:12]3[CH2:21][CH2:20][CH2:19][C:13]=3[CH:14]=2)[N:9]=1. The catalyst is CN(C=O)C. The yield is 0.580. The product is [OH:3][CH2:7][C:8]1[NH:17][C:16](=[O:18])[C:15]2[C:10](=[CH:11][C:12]3[CH2:21][CH2:20][CH2:19][C:13]=3[CH:14]=2)[N:9]=1. (2) The reactants are [Br:1][C:2]1[C:11]([O:12][CH2:13][C:14]#[N:15])=[CH:10][CH:9]=[C:8]2[C:3]=1[CH:4]=[CH:5][C:6]([CH2:16][N:17]([CH3:30])[C:18]([C:20]1[C:28]3[C:23](=[CH:24][CH:25]=[CH:26][CH:27]=3)[N:22]([CH3:29])[CH:21]=1)=[O:19])=[CH:7]2.[N-:31]=[N+:32]=[N-:33].[Na+].[Cl-].[NH4+]. The catalyst is CN(C=O)C. The product is [Br:1][C:2]1[C:11]([O:12][CH2:13][C:14]2[NH:33][N:32]=[N:31][N:15]=2)=[CH:10][CH:9]=[C:8]2[C:3]=1[CH:4]=[CH:5][C:6]([CH2:16][N:17]([CH3:30])[C:18]([C:20]1[C:28]3[C:23](=[CH:24][CH:25]=[CH:26][CH:27]=3)[N:22]([CH3:29])[CH:21]=1)=[O:19])=[CH:7]2. The yield is 0.840. (3) The reactants are Cl.Cl.[F:3][C:4]1[CH:5]=[C:6]([NH:10][NH2:11])[CH:7]=[CH:8][CH:9]=1. The catalyst is C(O)C. The product is [F:3][C:4]1[CH:5]=[C:6]([N:10]2[CH:5]=[CH:4][C:9]([CH3:8])=[N:11]2)[CH:7]=[CH:8][CH:9]=1. The yield is 0.490. (4) The reactants are C([C:3]1[CH:11]=[CH:10][C:6]([C:7](O)=[O:8])=[CH:5][C:4]=1[N+:12]([O-:14])=[O:13])#N.C(Cl)(=O)C(Cl)=O.BrC1C=C(C(F)(C(F)(F)F)C(F)(F)C(F)(F)F)C=C(Br)C=1[NH2:42].N1C=CC=CC=1.C(C1C=CC(C(Cl)=O)=CC=1[N+]([O-])=O)#N.C(=O)([O-])O.[Na+]. The catalyst is ClCCl.O1CCCC1.CN(C)C=O. The product is [N+:12]([C:4]1[CH:5]=[C:6]([CH:10]=[CH:11][CH:3]=1)[C:7]([NH2:42])=[O:8])([O-:14])=[O:13]. The yield is 0.370. (5) The reactants are C(=O)([O-])[O-].[K+].[K+].[Br:7][C:8]1[CH:13]=[CH:12][CH:11]=[CH:10][C:9]=1B(O)O.Br[C:18]1[CH:23]=[C:22]([O:24][CH3:25])[CH:21]=[C:20]([O:26][CH3:27])[CH:19]=1.N#N.C1(P(C2C=CC=CC=2)C2C=CC=CC=2)C=CC=CC=1. The catalyst is C([O-])(=O)C.[Pd+2].C([O-])(=O)C.COCCOC.O. The product is [Br:7][C:8]1[CH:13]=[CH:12][CH:11]=[CH:10][C:9]=1[C:18]1[CH:23]=[C:22]([O:24][CH3:25])[CH:21]=[C:20]([O:26][CH3:27])[CH:19]=1. The yield is 0.480. (6) The reactants are C([O:8][N:9]1[C:15](=[O:16])[N:14]2[CH2:17][C@H:10]1[CH2:11][CH2:12][C@H:13]2[C:18]1[CH:22]=[C:21]([C:23]([NH2:25])=[O:24])[O:20][N:19]=1)C1C=CC=CC=1. The catalyst is C1COCC1.[Pd]. The product is [OH:8][N:9]1[C:15](=[O:16])[N:14]2[CH2:17][C@H:10]1[CH2:11][CH2:12][C@H:13]2[C:18]1[CH:22]=[C:21]([C:23]([NH2:25])=[O:24])[O:20][N:19]=1. The yield is 0.900. (7) The reactants are [C:1]([C:3]1[CH:12]=[CH:11][C:10]2[C:5](=[CH:6][C:7]([O:13][CH3:14])=[CH:8][CH:9]=2)[CH:4]=1)#N.[OH-:15].[K+].Cl.[OH2:18]. The catalyst is CCO. The product is [CH3:14][O:13][C:7]1[CH:6]=[C:5]2[C:10]([CH:11]=[CH:12][C:3]([C:1]([OH:18])=[O:15])=[CH:4]2)=[CH:9][CH:8]=1. The yield is 0.980. (8) The reactants are [C:1]([NH:8][CH2:9][CH2:10][CH2:11][OH:12])([O:3][C:4]([CH3:7])([CH3:6])[CH3:5])=[O:2].CC(OI1(OC(C)=O)(OC(C)=O)OC(=O)C2C=CC=CC1=2)=O.[O-]S([O-])(=S)=O.[Na+].[Na+]. The catalyst is O.CCOCC.C([O-])(O)=O.[Na+]. The product is [C:1]([NH:8][CH2:9][CH2:10][CH:11]=[O:12])([O:3][C:4]([CH3:5])([CH3:6])[CH3:7])=[O:2]. The yield is 0.856.